From a dataset of hERG Central: cardiac toxicity at 1µM, 10µM, and general inhibition. Predict hERG channel inhibition at various concentrations. (1) The drug is CCOc1ccc(NCc2cccn2-c2nnc(N3CCC(C(=O)NCCCN4CC(C)CC(C)C4)CC3)s2)cc1. Results: hERG_inhib (hERG inhibition (general)): blocker. (2) The compound is COc1ccc(N2CCN(C(=O)c3cccn4c(=O)c5ccccc5nc34)CC2)cc1. Results: hERG_inhib (hERG inhibition (general)): blocker. (3) The molecule is CSc1cccc(CN2CCC(CCC(=O)NC3CC3)CC2)c1. Results: hERG_inhib (hERG inhibition (general)): blocker. (4) The compound is COCCOC(=O)c1c(C)oc2ccc(NS(=O)(=O)c3cccs3)cc12. Results: hERG_inhib (hERG inhibition (general)): blocker.